This data is from Peptide-MHC class II binding affinity with 134,281 pairs from IEDB. The task is: Regression. Given a peptide amino acid sequence and an MHC pseudo amino acid sequence, predict their binding affinity value. This is MHC class II binding data. The peptide sequence is TAGVFAAPTLMSFLR. The MHC is H-2-IAd with pseudo-sequence H-2-IAd. The binding affinity (normalized) is 0.382.